Regression. Given two drug SMILES strings and cell line genomic features, predict the synergy score measuring deviation from expected non-interaction effect. From a dataset of NCI-60 drug combinations with 297,098 pairs across 59 cell lines. Drug 1: CC1=CC2C(CCC3(C2CCC3(C(=O)C)OC(=O)C)C)C4(C1=CC(=O)CC4)C. Drug 2: CC1=C(N=C(N=C1N)C(CC(=O)N)NCC(C(=O)N)N)C(=O)NC(C(C2=CN=CN2)OC3C(C(C(C(O3)CO)O)O)OC4C(C(C(C(O4)CO)O)OC(=O)N)O)C(=O)NC(C)C(C(C)C(=O)NC(C(C)O)C(=O)NCCC5=NC(=CS5)C6=NC(=CS6)C(=O)NCCC[S+](C)C)O. Cell line: SK-MEL-28. Synergy scores: CSS=-4.83, Synergy_ZIP=2.54, Synergy_Bliss=-1.01, Synergy_Loewe=-6.13, Synergy_HSA=-4.88.